From a dataset of Catalyst prediction with 721,799 reactions and 888 catalyst types from USPTO. Predict which catalyst facilitates the given reaction. (1) Reactant: [CH3:1][C:2]1[CH:7]=[CH:6][C:5]([C:8]2[CH:13]=[C:12]([C:14](=[O:24])[NH:15][CH2:16][C:17]3[CH:18]=[N:19][C:20]([CH3:23])=[CH:21][CH:22]=3)[CH:11]=[C:10]([C:25](O)=[O:26])[CH:9]=2)=[CH:4][CH:3]=1.[N:28]1([C:34]2[S:35][CH:36]=[CH:37][N:38]=2)[CH2:33][CH2:32][NH:31][CH2:30][CH2:29]1.F[P-](F)(F)(F)(F)F.C[N+](C)=C(N(C)C)ON1C2N=CC=CC=2N=N1.C(N(CC)C(C)C)(C)C. Product: [CH3:1][C:2]1[CH:3]=[CH:4][C:5]([C:8]2[CH:9]=[C:10]([C:25]([N:31]3[CH2:32][CH2:33][N:28]([C:34]4[S:35][CH:36]=[CH:37][N:38]=4)[CH2:29][CH2:30]3)=[O:26])[CH:11]=[C:12]([C:14]([NH:15][CH2:16][C:17]3[CH:18]=[N:19][C:20]([CH3:23])=[CH:21][CH:22]=3)=[O:24])[CH:13]=2)=[CH:6][CH:7]=1. The catalyst class is: 9. (2) Reactant: [CH3:1][C:2]1[N:3]=[C:4]2[CH:12]=[CH:11][CH:10]=[C:9]3[N:5]2[C:6]=1[C:7]([S:13][CH2:14][CH2:15][CH2:16][CH2:17][CH2:18][NH2:19])=[N:8]3.C(N(CC)CC)C.C1(N[S:34]([C:37]([F:40])([F:39])[F:38])(=[O:36])=[O:35])C=CC=CC=1. Product: [CH3:1][C:2]1[N:3]=[C:4]2[CH:12]=[CH:11][CH:10]=[C:9]3[N:5]2[C:6]=1[C:7]([S:13][CH2:14][CH2:15][CH2:16][CH2:17][CH2:18][NH:19][S:34]([C:37]([F:40])([F:39])[F:38])(=[O:36])=[O:35])=[N:8]3. The catalyst class is: 10. (3) The catalyst class is: 109. Reactant: [Cl:1][C:2]1[N:7]=[C:6]([Cl:8])[CH:5]=[C:4](Cl)[N:3]=1.[O:10]1[CH:14]=[CH:13][CH:12]=[C:11]1B(O)O.C(=O)([O-])[O-].[K+].[K+]. Product: [Cl:1][C:2]1[N:7]=[C:6]([Cl:8])[CH:5]=[C:4]([C:11]2[O:10][CH:14]=[CH:13][CH:12]=2)[N:3]=1. (4) Reactant: [N:1]([CH:4]([C:6]1[CH:11]=[C:10]([N:12]([CH2:21][O:22][CH2:23][CH2:24][Si:25]([CH3:28])([CH3:27])[CH3:26])[CH2:13][O:14][CH2:15][CH2:16][Si:17]([CH3:20])([CH3:19])[CH3:18])[N:9]2[N:29]=[CH:30][C:31]([C:32]3[CH:33]=[N:34][C:35]4[C:40]([CH:41]=3)=[CH:39][C:38]([F:42])=[CH:37][CH:36]=4)=[C:8]2[N:7]=1)[CH3:5])=[N+]=[N-].C1COCC1.CP(C)C.O. Product: [NH2:1][CH:4]([C:6]1[CH:11]=[C:10]([N:12]([CH2:21][O:22][CH2:23][CH2:24][Si:25]([CH3:28])([CH3:27])[CH3:26])[CH2:13][O:14][CH2:15][CH2:16][Si:17]([CH3:18])([CH3:19])[CH3:20])[N:9]2[N:29]=[CH:30][C:31]([C:32]3[CH:33]=[N:34][C:35]4[C:40]([CH:41]=3)=[CH:39][C:38]([F:42])=[CH:37][CH:36]=4)=[C:8]2[N:7]=1)[CH3:5]. The catalyst class is: 25. (5) The catalyst class is: 6. Product: [N+:1]([C:4]1[CH:12]=[C:11]2[C:7]([C:8]([CH:13]=[O:15])=[CH:9][NH:10]2)=[CH:6][CH:5]=1)([O-:3])=[O:2]. Reactant: [N+:1]([C:4]1[CH:12]=[C:11]2[C:7]([CH:8]=[CH:9][NH:10]2)=[CH:6][CH:5]=1)([O-:3])=[O:2].[C:13](O)(=[O:15])C.C1N2CN3CN(C2)CN1C3. (6) Reactant: C([O:8][C:9]1[CH:14]=[CH:13][C:12]([C:15]2[N:19]([CH:20]3[CH2:25][CH2:24][CH2:23][CH2:22][CH2:21]3)[N:18]=[C:17]([CH2:26][CH2:27][C:28]([O:30][CH3:31])=[O:29])[CH:16]=2)=[CH:11][CH:10]=1)C1C=CC=CC=1. Product: [CH:20]1([N:19]2[C:15]([C:12]3[CH:11]=[CH:10][C:9]([OH:8])=[CH:14][CH:13]=3)=[CH:16][C:17]([CH2:26][CH2:27][C:28]([O:30][CH3:31])=[O:29])=[N:18]2)[CH2:21][CH2:22][CH2:23][CH2:24][CH2:25]1. The catalyst class is: 19.